From a dataset of NCI-60 drug combinations with 297,098 pairs across 59 cell lines. Regression. Given two drug SMILES strings and cell line genomic features, predict the synergy score measuring deviation from expected non-interaction effect. (1) Drug 1: C1C(C(OC1N2C=NC3=C(N=C(N=C32)Cl)N)CO)O. Drug 2: CC1=C(N=C(N=C1N)C(CC(=O)N)NCC(C(=O)N)N)C(=O)NC(C(C2=CN=CN2)OC3C(C(C(C(O3)CO)O)O)OC4C(C(C(C(O4)CO)O)OC(=O)N)O)C(=O)NC(C)C(C(C)C(=O)NC(C(C)O)C(=O)NCCC5=NC(=CS5)C6=NC(=CS6)C(=O)NCCC[S+](C)C)O. Cell line: SF-539. Synergy scores: CSS=41.9, Synergy_ZIP=-10.7, Synergy_Bliss=-7.78, Synergy_Loewe=-14.0, Synergy_HSA=-0.968. (2) Drug 1: CC1=C(C=C(C=C1)C(=O)NC2=CC(=CC(=C2)C(F)(F)F)N3C=C(N=C3)C)NC4=NC=CC(=N4)C5=CN=CC=C5. Drug 2: C1CC(=O)NC(=O)C1N2C(=O)C3=CC=CC=C3C2=O. Cell line: OVCAR-5. Synergy scores: CSS=1.22, Synergy_ZIP=0.422, Synergy_Bliss=3.65, Synergy_Loewe=0.0202, Synergy_HSA=-0.0922. (3) Cell line: A498. Drug 2: CC1C(C(CC(O1)OC2CC(CC3=C2C(=C4C(=C3O)C(=O)C5=CC=CC=C5C4=O)O)(C(=O)C)O)N)O. Synergy scores: CSS=84.2, Synergy_ZIP=6.44, Synergy_Bliss=6.70, Synergy_Loewe=14.6, Synergy_HSA=15.5. Drug 1: COCCOC1=C(C=C2C(=C1)C(=NC=N2)NC3=CC=CC(=C3)C#C)OCCOC.Cl. (4) Drug 1: C1=CC(=CC=C1CC(C(=O)O)N)N(CCCl)CCCl.Cl. Drug 2: CN1C(=O)N2C=NC(=C2N=N1)C(=O)N. Cell line: ACHN. Synergy scores: CSS=10.8, Synergy_ZIP=4.19, Synergy_Bliss=4.77, Synergy_Loewe=-20.6, Synergy_HSA=3.12. (5) Drug 1: CC1OCC2C(O1)C(C(C(O2)OC3C4COC(=O)C4C(C5=CC6=C(C=C35)OCO6)C7=CC(=C(C(=C7)OC)O)OC)O)O. Drug 2: CC1C(C(CC(O1)OC2CC(CC3=C2C(=C4C(=C3O)C(=O)C5=C(C4=O)C(=CC=C5)OC)O)(C(=O)C)O)N)O.Cl. Cell line: COLO 205. Synergy scores: CSS=69.4, Synergy_ZIP=9.33, Synergy_Bliss=10.0, Synergy_Loewe=9.57, Synergy_HSA=11.7. (6) Drug 1: CN(CC1=CN=C2C(=N1)C(=NC(=N2)N)N)C3=CC=C(C=C3)C(=O)NC(CCC(=O)O)C(=O)O. Drug 2: CNC(=O)C1=NC=CC(=C1)OC2=CC=C(C=C2)NC(=O)NC3=CC(=C(C=C3)Cl)C(F)(F)F. Cell line: NCI-H460. Synergy scores: CSS=69.7, Synergy_ZIP=1.66, Synergy_Bliss=0.440, Synergy_Loewe=-8.49, Synergy_HSA=2.22. (7) Drug 1: C1CC(=O)NC(=O)C1N2C(=O)C3=CC=CC=C3C2=O. Drug 2: C(CN)CNCCSP(=O)(O)O. Cell line: COLO 205. Synergy scores: CSS=2.77, Synergy_ZIP=4.65, Synergy_Bliss=-0.471, Synergy_Loewe=0.963, Synergy_HSA=-2.74. (8) Drug 1: C1=C(C(=O)NC(=O)N1)F. Cell line: SF-295. Synergy scores: CSS=32.1, Synergy_ZIP=-2.56, Synergy_Bliss=-5.01, Synergy_Loewe=-4.76, Synergy_HSA=-4.33. Drug 2: CC(C)CN1C=NC2=C1C3=CC=CC=C3N=C2N. (9) Drug 1: CC12CCC(CC1=CCC3C2CCC4(C3CC=C4C5=CN=CC=C5)C)O. Drug 2: C1CCC(C1)C(CC#N)N2C=C(C=N2)C3=C4C=CNC4=NC=N3. Cell line: UACC-257. Synergy scores: CSS=2.49, Synergy_ZIP=0.263, Synergy_Bliss=2.51, Synergy_Loewe=-2.29, Synergy_HSA=-0.261. (10) Drug 1: C1CN(P(=O)(OC1)NCCCl)CCCl. Drug 2: COCCOC1=C(C=C2C(=C1)C(=NC=N2)NC3=CC=CC(=C3)C#C)OCCOC.Cl. Cell line: NCI-H226. Synergy scores: CSS=-5.54, Synergy_ZIP=4.40, Synergy_Bliss=5.82, Synergy_Loewe=-1.09, Synergy_HSA=0.415.